Dataset: Reaction yield outcomes from USPTO patents with 853,638 reactions. Task: Predict the reaction yield, written as a fraction of the theoretical maximum amount of product (1.0 means a 100% yield; for example, 0.34 means a 34% yield). (1) The reactants are [CH3:1][C:2]1([CH3:34])[NH:7][C:6](=[O:8])[C:5]2[S:9][C:10]([N:12]3[C:17]4[CH:18]=[C:19]([C:22]5[CH:23]=[N:24][N:25]([CH2:27][C:28]6[CH:29]=[N:30][CH:31]=[CH:32][CH:33]=6)[CH:26]=5)[CH:20]=[CH:21][C:16]=4[O:15][CH2:14][CH2:13]3)=[N:11][C:4]=2[CH2:3]1.C(OO)(=[O:37])C. The catalyst is C(Cl)Cl. The product is [CH3:1][C:2]1([CH3:34])[NH:7][C:6](=[O:8])[C:5]2[S:9][C:10]([N:12]3[C:17]4[CH:18]=[C:19]([C:22]5[CH:23]=[N:24][N:25]([CH2:27][C:28]6[CH:29]=[N+:30]([O-:37])[CH:31]=[CH:32][CH:33]=6)[CH:26]=5)[CH:20]=[CH:21][C:16]=4[O:15][CH2:14][CH2:13]3)=[N:11][C:4]=2[CH2:3]1. The yield is 0.200. (2) The reactants are [Cl:1][C:2]1[N:3]=[C:4]([N:12]2[CH2:16][CH2:15][C@H:14]([N:17]([CH3:25])C(=O)OC(C)(C)C)[CH2:13]2)[C:5]2[N:11]=[CH:10][CH:9]=[CH:8][C:6]=2[N:7]=1.[F:26][C:27]([F:37])([F:36])[C:28]1[CH:29]=[C:30]([NH2:35])[CH:31]=[C:32]([NH2:34])[CH:33]=1. No catalyst specified. The product is [ClH:1].[ClH:1].[CH3:25][NH:17][C@H:14]1[CH2:15][CH2:16][N:12]([C:4]2[C:5]3[N:11]=[CH:10][CH:9]=[CH:8][C:6]=3[N:7]=[C:2]([NH:34][C:32]3[CH:33]=[C:28]([C:27]([F:26])([F:36])[F:37])[CH:29]=[C:30]([NH2:35])[CH:31]=3)[N:3]=2)[CH2:13]1. The yield is 0.180. (3) The reactants are [C:1]([C:4]1[CH:12]=[CH:11][C:7]([C:8]([OH:10])=[O:9])=[CH:6][CH:5]=1)(=[S:3])[NH2:2].[CH3:13][CH2:14][C:15]([N:38]([CH3:40])[CH3:39])([C:32]1[CH:33]=[CH:34][CH:35]=[CH:36][CH:37]=1)[CH2:16][O:17][C:18]([C:20]1[CH:21]=[C:22]([O:30][CH3:31])[C:23]([O:28][CH3:29])=[C:24]([O:26][CH3:27])[CH:25]=1)=[O:19].O. The yield is 1.00. The catalyst is C(O)C. The product is [C:1]([C:4]1[CH:12]=[CH:11][C:7]([C:8]([OH:10])=[O:9])=[CH:6][CH:5]=1)(=[S:3])[NH2:2].[CH3:40][N:38]([CH3:39])[C:15]([C:32]1[CH:37]=[CH:36][CH:35]=[CH:34][CH:33]=1)([CH2:14][CH3:13])[CH2:16][O:17][C:18](=[O:19])[C:20]1[CH:25]=[C:24]([O:26][CH3:27])[C:23]([O:28][CH3:29])=[C:22]([O:30][CH3:31])[CH:21]=1.